From a dataset of Peptide-MHC class I binding affinity with 185,985 pairs from IEDB/IMGT. Regression. Given a peptide amino acid sequence and an MHC pseudo amino acid sequence, predict their binding affinity value. This is MHC class I binding data. (1) The peptide sequence is LVASSGTLEFI. The MHC is HLA-A02:06 with pseudo-sequence HLA-A02:06. The binding affinity (normalized) is 0.471. (2) The peptide sequence is IQVHAEQGL. The MHC is HLA-B15:01 with pseudo-sequence HLA-B15:01. The binding affinity (normalized) is 0.0384. (3) The peptide sequence is PAEMLANID. The MHC is HLA-A01:01 with pseudo-sequence HLA-A01:01. The binding affinity (normalized) is 0. (4) The peptide sequence is RVYQILQPI. The MHC is Mamu-B3901 with pseudo-sequence Mamu-B3901. The binding affinity (normalized) is 0.192. (5) The peptide sequence is EPIVGAETF. The MHC is HLA-B40:01 with pseudo-sequence HLA-B40:01. The binding affinity (normalized) is 0.0847. (6) The peptide sequence is KFADDLNQM. The MHC is HLA-A23:01 with pseudo-sequence HLA-A23:01. The binding affinity (normalized) is 0.400. (7) The peptide sequence is LVIWGEVPKF. The MHC is Mamu-A01 with pseudo-sequence Mamu-A01. The binding affinity (normalized) is 0.154. (8) The peptide sequence is KEIESVLST. The MHC is HLA-A02:03 with pseudo-sequence HLA-A02:03. The binding affinity (normalized) is 0.475.